This data is from Forward reaction prediction with 1.9M reactions from USPTO patents (1976-2016). The task is: Predict the product of the given reaction. (1) The product is: [Cl:1][C:2]1[C:7]([Cl:8])=[CH:6][CH:5]=[CH:4][C:3]=1[S:9]([CH2:12][NH:13][CH2:14][CH2:15][C:16]([OH:18])=[O:17])(=[O:11])=[O:10]. Given the reactants [Cl:1][C:2]1[C:7]([Cl:8])=[CH:6][CH:5]=[CH:4][C:3]=1[S:9]([CH2:12][NH:13][CH2:14][CH2:15][C:16]([O:18]C(C)(C)C)=[O:17])(=[O:11])=[O:10].FC(F)(F)C(O)=O, predict the reaction product. (2) Given the reactants [Cl:1][C:2]1[CH:7]=[C:6]([O:8][C:9]2[C:18]3[C:13](=[CH:14][C:15]([O:21][CH3:22])=[C:16]([O:19][CH3:20])[CH:17]=3)[N:12]=[CH:11][CH:10]=2)[CH:5]=[CH:4][C:3]=1[NH:23][C:24]([NH:26][C:27]1[CH:31]=[C:30]([CH3:32])[O:29][N:28]=1)=[O:25].CO.[CH3:35][S:36]([OH:39])(=[O:38])=[O:37].C(#N)C, predict the reaction product. The product is: [CH3:35][S:36]([OH:39])(=[O:38])=[O:37].[Cl:1][C:2]1[CH:7]=[C:6]([O:8][C:9]2[C:18]3[C:13](=[CH:14][C:15]([O:21][CH3:22])=[C:16]([O:19][CH3:20])[CH:17]=3)[N:12]=[CH:11][CH:10]=2)[CH:5]=[CH:4][C:3]=1[NH:23][C:24]([NH:26][C:27]1[CH:31]=[C:30]([CH3:32])[O:29][N:28]=1)=[O:25].